This data is from Forward reaction prediction with 1.9M reactions from USPTO patents (1976-2016). The task is: Predict the product of the given reaction. (1) Given the reactants [Br:1][C:2]1[CH:3]=[CH:4][C:5]([OH:10])=[C:6]([CH:9]=1)[C:7]#[N:8].[C:11]([O:15][K])(C)(C)C.[CH3:17]OCCl, predict the reaction product. The product is: [Br:1][C:2]1[CH:3]=[C:4]([O:15][CH3:11])[C:5]([O:10][CH3:17])=[C:6]([CH:9]=1)[C:7]#[N:8]. (2) Given the reactants [CH3:1][C:2]1[N:7]=[C:6](OS(C(F)(F)F)(=O)=O)[CH:5]=[C:4]([C:16]2[CH:17]=[N:18][C:19]([C:22]([F:25])([F:24])[F:23])=[CH:20][CH:21]=2)[CH:3]=1.[Br:26][C:27]1[CH:28]=[C:29](B(O)O)[CH:30]=[CH:31][CH:32]=1, predict the reaction product. The product is: [Br:26][C:27]1[CH:28]=[C:29]([C:6]2[N:7]=[C:2]([CH3:1])[CH:3]=[C:4]([C:16]3[CH:17]=[N:18][C:19]([C:22]([F:24])([F:25])[F:23])=[CH:20][CH:21]=3)[CH:5]=2)[CH:30]=[CH:31][CH:32]=1. (3) Given the reactants C[O:2][C:3](=[O:26])[C:4]1[CH:9]=[CH:8][C:7]([C:10]2[CH:15]=[CH:14][N:13]=[C:12]([CH3:16])[C:11]=2[C:17]#[C:18][C:19]2[CH:20]=[N:21][C:22]([NH2:25])=[CH:23][CH:24]=2)=[CH:6][CH:5]=1.[OH-].[Na+].Cl, predict the reaction product. The product is: [NH2:25][C:22]1[N:21]=[CH:20][C:19]([C:18]#[C:17][C:11]2[C:12]([CH3:16])=[N:13][CH:14]=[CH:15][C:10]=2[C:7]2[CH:6]=[CH:5][C:4]([C:3]([OH:26])=[O:2])=[CH:9][CH:8]=2)=[CH:24][CH:23]=1.